This data is from Forward reaction prediction with 1.9M reactions from USPTO patents (1976-2016). The task is: Predict the product of the given reaction. Given the reactants C(O[C:6](=[O:32])[N:7]([CH2:9][C:10]1[CH:15]=[CH:14][C:13]([C:16]2[C:17]3[CH:24]=[C:23]([C:25]4[CH:26]=[N:27][N:28]([CH3:30])[CH:29]=4)[NH:22][C:18]=3[N:19]=[CH:20][N:21]=2)=[CH:12][C:11]=1[F:31])C)(C)(C)C.C(O)(C(F)(F)F)=O.[C:40]([C:44]1[O:48][N:47]=[C:46](C(O)=O)[CH:45]=1)([CH3:43])([CH3:42])[CH3:41].CCN(C(C)C)C(C)C.CN(C(ON1N=NC2C=CC=NC1=2)=[N+](C)C)C.F[P-](F)(F)(F)(F)F, predict the reaction product. The product is: [F:31][C:11]1[CH:12]=[C:13]([C:16]2[C:17]3[CH:24]=[C:23]([C:25]4[CH:26]=[N:27][N:28]([CH3:30])[CH:29]=4)[NH:22][C:18]=3[N:19]=[CH:20][N:21]=2)[CH:14]=[CH:15][C:10]=1[CH2:9][NH:7][C:6]([C:46]1[CH:45]=[C:44]([C:40]([CH3:43])([CH3:42])[CH3:41])[O:48][N:47]=1)=[O:32].